The task is: Binary Classification. Given a miRNA mature sequence and a target amino acid sequence, predict their likelihood of interaction.. This data is from Experimentally validated miRNA-target interactions with 360,000+ pairs, plus equal number of negative samples. (1) Result: 0 (no interaction). The miRNA is hsa-miR-541-5p with sequence AAAGGAUUCUGCUGUCGGUCCCACU. The protein sequence of the target gene is MKTPGVLLLILGLLASSSFAIIRIPLRKFTSIRRTMTEVGGSVEDLILKGPITKYSMQSSPKTTEPVSELLKNYLDAQYYGDIGIGTPPQCFTVVFDTGSSNLWVPSIHCKILDIACWVHHKYNSDKSSTYVKNGTSFDIHYGSGSLSGYLSQDTVSVPCKSDQSKARGIKVEKQIFGEATKQPGIVFVAAKFDGILGMGYPHISVNNVLPVFDNLMQQKLVDKNIFSFYLNRDPEGQPGGELMLGGTDSKYYHGELSYLNVTRKAYWQVHMDQLEVGNELTLCKGGCEAIVDTGTSLLV.... (2) The miRNA is hsa-miR-187-5p with sequence GGCUACAACACAGGACCCGGGC. The protein sequence of the target gene is MASFPPRVNEKEIVRSRTIGELLAPAAPFDKKCGGENWTVAFAPDGSYFAWSQGYRIVKLVPWSQCRKNFLLHGSKNVTNSSCLKLARQNSNGGQKNKPPEHVIDCGDIVWSLAFGSSVPEKQSRCVNIEWHRFRFGQDQLLLATGLNNGRIKIWDVYTGKLLLNLVDHIEMVRDLTFAPDGSLLLVSASRDKTLRVWDLKDDGNMVKVLRAHQNWVYSCAFSPDCSMLCSVGASKAVFLWNMDKYTMIRKLEGHHHDVVACDFSPDGALLATASYDTRVYVWDPHNGDLLMEFGHLFPS.... Result: 0 (no interaction).